Dataset: Forward reaction prediction with 1.9M reactions from USPTO patents (1976-2016). Task: Predict the product of the given reaction. (1) Given the reactants [CH3:1][OH:2].[H-].[Na+].[F:5][C:6]1[CH:14]=[C:13]([N+:15]([O-:17])=[O:16])[C:12](F)=[CH:11][C:7]=1[C:8]([NH2:10])=[O:9], predict the reaction product. The product is: [F:5][C:6]1[CH:14]=[C:13]([N+:15]([O-:17])=[O:16])[C:12]([O:2][CH3:1])=[CH:11][C:7]=1[C:8]([NH2:10])=[O:9]. (2) Given the reactants C([Sn](CCCC)(CCCC)[C:6]([O:8]CC)=[CH2:7])CCC.Cl[C:20]1[N:25]=[C:24]2[CH:26]=[CH:27][N:28](C(OC(C)(C)C)=O)[C:23]2=[CH:22][CH:21]=1, predict the reaction product. The product is: [NH:28]1[C:23]2[C:24](=[N:25][C:20]([C:6](=[O:8])[CH3:7])=[CH:21][CH:22]=2)[CH:26]=[CH:27]1. (3) Given the reactants [CH3:1][O:2]/[N:3]=[C:4](/[C:15]1[CH:20]=[CH:19][CH:18]=[CH:17][CH:16]=1)\[CH2:5][O:6][C:7]1[CH:12]=[CH:11][C:10]([CH2:13][OH:14])=[CH:9][CH:8]=1.O[C:22]1[CH:27]=[CH:26][C:25]([CH:28]([CH2:34][CH2:35][CH3:36])[CH2:29][C:30]([O:32][CH3:33])=[O:31])=[CH:24][CH:23]=1.C1(P(C2C=CC=CC=2)C2C=CC=CC=2)C=CC=CC=1, predict the reaction product. The product is: [CH3:1][O:2]/[N:3]=[C:4](/[C:15]1[CH:20]=[CH:19][CH:18]=[CH:17][CH:16]=1)\[CH2:5][O:6][C:7]1[CH:12]=[CH:11][C:10]([CH2:13][O:14][C:22]2[CH:27]=[CH:26][C:25]([CH:28]([CH2:34][CH2:35][CH3:36])[CH2:29][C:30]([O:32][CH3:33])=[O:31])=[CH:24][CH:23]=2)=[CH:9][CH:8]=1. (4) Given the reactants Cl.Cl.[F:3][C:4]1([F:20])[C:8]2[N:9]=[CH:10][N:11]=[C:12]([N:13]3[CH2:18][CH2:17][NH:16][CH2:15][CH2:14]3)[C:7]=2[C@H:6]([CH3:19])[CH2:5]1.[C:21]([O:25][C:26]([N:28]([CH:41]([CH3:43])[CH3:42])[CH2:29][C@H:30]([C:34]1[CH:39]=[CH:38][C:37]([Cl:40])=[CH:36][CH:35]=1)[C:31](O)=[O:32])=[O:27])([CH3:24])([CH3:23])[CH3:22].CCN(C(C)C)C(C)C.CN(C(ON1N=NC2C=CC=CC1=2)=[N+](C)C)C.F[P-](F)(F)(F)(F)F.C([O-])([O-])=O.[Na+].[Na+], predict the reaction product. The product is: [Cl:40][C:37]1[CH:38]=[CH:39][C:34]([C@H:30]([C:31]([N:16]2[CH2:17][CH2:18][N:13]([C:12]3[C:7]4[C@H:6]([CH3:19])[CH2:5][C:4]([F:3])([F:20])[C:8]=4[N:9]=[CH:10][N:11]=3)[CH2:14][CH2:15]2)=[O:32])[CH2:29][N:28]([CH:41]([CH3:42])[CH3:43])[C:26](=[O:27])[O:25][C:21]([CH3:23])([CH3:22])[CH3:24])=[CH:35][CH:36]=1. (5) Given the reactants [CH3:1][N:2]1[CH:6]=[CH:5][C:4]([NH2:7])=[N:3]1.[CH2:8]([CH2:12][C:13](=O)[CH3:14])[C:9]([CH3:11])=O.O, predict the reaction product. The product is: [CH3:14][C:13]1[N:7]([C:4]2[CH:5]=[CH:6][N:2]([CH3:1])[N:3]=2)[C:9]([CH3:11])=[CH:8][CH:12]=1. (6) Given the reactants [NH:1]1[C:10](=[O:11])[C:9]2[NH:8][CH:7]=[N:6][C:5]=2[N:4]=[C:2]1[NH2:3].[CH:12]([CH:14]=[O:15])=[O:13], predict the reaction product. The product is: [CH:12]([CH:14]=[O:15])=[O:13].[NH:1]1[C:10](=[O:11])[C:9]2[NH:8][CH:7]=[N:6][C:5]=2[N:4]=[C:2]1[NH2:3]. (7) Given the reactants [OH:1][C:2]1[CH:3]=[C:4]([C:9]#[CH:10])[CH:5]=[CH:6][C:7]=1[OH:8].[CH3:11][O:12][C:13]1[CH:20]=[C:19]([O:21][CH3:22])[CH:18]=[C:17]([O:23][CH3:24])[C:14]=1[CH2:15][SH:16].[Na], predict the reaction product. The product is: [OH:1][C:2]1[CH:3]=[C:4]([CH:5]=[CH:6][C:7]=1[OH:8])/[CH:9]=[CH:10]\[CH:15]([S:16][CH:15](/[CH:10]=[CH:9]\[C:4]1[CH:5]=[CH:6][C:7]([OH:8])=[C:2]([OH:1])[CH:3]=1)[C:14]1[C:17]([O:23][CH3:24])=[CH:18][C:19]([O:21][CH3:22])=[CH:20][C:13]=1[O:12][CH3:11])[C:14]1[C:17]([O:23][CH3:24])=[CH:18][C:19]([O:21][CH3:22])=[CH:20][C:13]=1[O:12][CH3:11].